This data is from Forward reaction prediction with 1.9M reactions from USPTO patents (1976-2016). The task is: Predict the product of the given reaction. (1) Given the reactants Br[C:2]1[S:6][C:5]([CH3:7])=[N:4][C:3]=1[CH:8]1[CH2:13][CH2:12][CH2:11][CH2:10][CH:9]1[C:14]([NH:16][CH2:17][C:18]#[N:19])=[O:15].[N:20]1([C:26]([C:28]2[CH:33]=[CH:32][C:31](B(O)O)=[CH:30][CH:29]=2)=[O:27])[CH2:25][CH2:24][O:23][CH2:22][CH2:21]1.C([O-])([O-])=O.[Na+].[Na+], predict the reaction product. The product is: [C:18]([CH2:17][NH:16][C:14]([C@@H:9]1[CH2:10][CH2:11][CH2:12][CH2:13][C@H:8]1[C:3]1[N:4]=[C:5]([CH3:7])[S:6][C:2]=1[C:31]1[CH:30]=[CH:29][C:28]([C:26]([N:20]2[CH2:25][CH2:24][O:23][CH2:22][CH2:21]2)=[O:27])=[CH:33][CH:32]=1)=[O:15])#[N:19]. (2) Given the reactants Br[C:2]1[CH:7]=[CH:6][CH:5]=[C:4]([S:8][CH2:9][CH3:10])[CH:3]=1.[Li]CCCC.C1CCCCC1.[CH:22]([CH:24]1[CH2:29][CH2:28][O:27][CH2:26][CH2:25]1)=[O:23], predict the reaction product. The product is: [CH2:9]([S:8][C:4]1[CH:3]=[C:2]([CH:22]([CH:24]2[CH2:29][CH2:28][O:27][CH2:26][CH2:25]2)[OH:23])[CH:7]=[CH:6][CH:5]=1)[CH3:10].